Task: Regression. Given two drug SMILES strings and cell line genomic features, predict the synergy score measuring deviation from expected non-interaction effect.. Dataset: Merck oncology drug combination screen with 23,052 pairs across 39 cell lines (1) Drug 1: Cc1nc(Nc2ncc(C(=O)Nc3c(C)cccc3Cl)s2)cc(N2CCN(CCO)CC2)n1. Drug 2: CCc1cnn2c(NCc3ccc[n+]([O-])c3)cc(N3CCCCC3CCO)nc12. Cell line: PA1. Synergy scores: synergy=9.45. (2) Drug 1: COc1cccc2c1C(=O)c1c(O)c3c(c(O)c1C2=O)CC(O)(C(=O)CO)CC3OC1CC(N)C(O)C(C)O1. Drug 2: Cn1nnc2c(C(N)=O)ncn2c1=O. Cell line: PA1. Synergy scores: synergy=-12.5. (3) Drug 1: N.N.O=C(O)C1(C(=O)O)CCC1.[Pt]. Drug 2: N#Cc1ccc(Cn2cncc2CN2CCN(c3cccc(Cl)c3)C(=O)C2)cc1. Cell line: UWB1289. Synergy scores: synergy=13.5. (4) Drug 1: NC1(c2ccc(-c3nc4ccn5c(=O)[nH]nc5c4cc3-c3ccccc3)cc2)CCC1. Drug 2: CCc1c2c(nc3ccc(O)cc13)-c1cc3c(c(=O)n1C2)COC(=O)C3(O)CC. Cell line: DLD1. Synergy scores: synergy=15.1. (5) Drug 1: Nc1ccn(C2OC(CO)C(O)C2(F)F)c(=O)n1. Drug 2: Cc1nc(Nc2ncc(C(=O)Nc3c(C)cccc3Cl)s2)cc(N2CCN(CCO)CC2)n1. Cell line: OVCAR3. Synergy scores: synergy=19.8. (6) Drug 1: Cn1nnc2c(C(N)=O)ncn2c1=O. Drug 2: C#Cc1cccc(Nc2ncnc3cc(OCCOC)c(OCCOC)cc23)c1. Cell line: COLO320DM. Synergy scores: synergy=33.6. (7) Drug 1: O=C(NOCC(O)CO)c1ccc(F)c(F)c1Nc1ccc(I)cc1F. Drug 2: COC1=C2CC(C)CC(OC)C(O)C(C)C=C(C)C(OC(N)=O)C(OC)C=CC=C(C)C(=O)NC(=CC1=O)C2=O. Cell line: NCIH1650. Synergy scores: synergy=7.06. (8) Drug 1: COc1cccc2c1C(=O)c1c(O)c3c(c(O)c1C2=O)CC(O)(C(=O)CO)CC3OC1CC(N)C(O)C(C)O1. Drug 2: CNC(=O)c1cc(Oc2ccc(NC(=O)Nc3ccc(Cl)c(C(F)(F)F)c3)cc2)ccn1. Cell line: A2780. Synergy scores: synergy=-3.55. (9) Drug 1: CN(C)C(=N)N=C(N)N. Drug 2: COC1CC2CCC(C)C(O)(O2)C(=O)C(=O)N2CCCCC2C(=O)OC(C(C)CC2CCC(OP(C)(C)=O)C(OC)C2)CC(=O)C(C)C=C(C)C(O)C(OC)C(=O)C(C)CC(C)C=CC=CC=C1C. Cell line: OCUBM. Synergy scores: synergy=27.1. (10) Drug 1: N#Cc1ccc(Cn2cncc2CN2CCN(c3cccc(Cl)c3)C(=O)C2)cc1. Drug 2: O=C(CCCCCCC(=O)Nc1ccccc1)NO. Cell line: PA1. Synergy scores: synergy=4.90.